This data is from Catalyst prediction with 721,799 reactions and 888 catalyst types from USPTO. The task is: Predict which catalyst facilitates the given reaction. (1) Reactant: Br[C:2]1[CH:41]=[CH:40][C:5]([CH2:6][CH:7]([NH:30][S:31]([C:34]2[CH:39]=[CH:38][CH:37]=[CH:36][N:35]=2)(=[O:33])=[O:32])[C:8]2[N:13]=[C:12]([N:14]([CH2:22][C:23]([O:25][C:26]([CH3:29])([CH3:28])[CH3:27])=[O:24])[C:15]([O:17][C:18]([CH3:21])([CH3:20])[CH3:19])=[O:16])[CH:11]=[CH:10][CH:9]=2)=[CH:4][CH:3]=1.[NH2:42][C:43]1[CH:48]=[CH:47][CH:46]=[CH:45][CH:44]=1.C1(C2C=CC=CC=2)C=CC=CC=1.C(PC(C)(C)C)(C)(C)C.CC(C)([O-])C.[Na+].[Cl-].[NH4+]. Product: [C:26]([O:25][C:23](=[O:24])[CH2:22][N:14]([C:15]([O:17][C:18]([CH3:21])([CH3:20])[CH3:19])=[O:16])[C:12]1[CH:11]=[CH:10][CH:9]=[C:8]([CH:7]([CH2:6][C:5]2[CH:40]=[CH:41][C:2]([NH:42][C:43]3[CH:48]=[CH:47][CH:46]=[CH:45][CH:44]=3)=[CH:3][CH:4]=2)[NH:30][S:31]([C:34]2[CH:39]=[CH:38][CH:37]=[CH:36][N:35]=2)(=[O:33])=[O:32])[N:13]=1)([CH3:29])([CH3:28])[CH3:27]. The catalyst class is: 720. (2) Product: [N:27]1([C:2]2[CH:3]=[CH:4][C:5]3[N:6]([CH:8]=[C:9]([NH:11][C:12]([C:14]4[CH:19]=[CH:18][C:17]([C:20]([CH3:25])([CH3:26])[C:21]([OH:23])=[O:22])=[CH:16][CH:15]=4)=[O:13])[N:10]=3)[CH:7]=2)[CH:31]=[CH:30][N:29]=[CH:28]1. The catalyst class is: 3. Reactant: I[C:2]1[CH:3]=[CH:4][C:5]2[N:6]([CH:8]=[C:9]([NH:11][C:12]([C:14]3[CH:19]=[CH:18][C:17]([C:20]([CH3:26])([CH3:25])[C:21]([O:23]C)=[O:22])=[CH:16][CH:15]=3)=[O:13])[N:10]=2)[CH:7]=1.[NH:27]1[CH:31]=[CH:30][N:29]=[CH:28]1.C(=O)([O-])[O-].[K+].[K+]. (3) Reactant: [Cl:1][C:2]1[CH:3]=[C:4]([CH:36]=[CH:37][C:38]=1[O:39][CH3:40])[CH2:5][NH:6][C:7]1[C:12]([C:13]([O:15][CH2:16][CH2:17][O:18][CH2:19][C:20]2[CH:25]=[CH:24][CH:23]=[CH:22][CH:21]=2)=[O:14])=[C:11]([N:26]2[CH2:31][CH2:30][CH:29]([OH:32])[CH2:28][CH2:27]2)[N:10]=[C:9](S(C)=O)[N:8]=1.C(Cl)(Cl)Cl.[NH:45]1[CH2:51][CH2:50][CH2:49][C@H:46]1[CH2:47][OH:48].C(N(CC)CC)C. Product: [Cl:1][C:2]1[CH:3]=[C:4]([CH:36]=[CH:37][C:38]=1[O:39][CH3:40])[CH2:5][NH:6][C:7]1[C:12]([C:13]([O:15][CH2:16][CH2:17][O:18][CH2:19][C:20]2[CH:25]=[CH:24][CH:23]=[CH:22][CH:21]=2)=[O:14])=[C:11]([N:26]2[CH2:31][CH2:30][CH:29]([OH:32])[CH2:28][CH2:27]2)[N:10]=[C:9]([N:45]2[CH2:51][CH2:50][CH2:49][CH:46]2[CH2:47][OH:48])[N:8]=1. The catalyst class is: 145. (4) Reactant: [CH3:1][C:2]1[N:7]=[CH:6][C:5]([C:8]2[CH:9]=[CH:10][C:11]3[N:17]4[CH2:18][C@H:14]([CH2:15][CH2:16]4)[NH:13][C:12]=3[N:19]=2)=[CH:4][CH:3]=1.[O:20]1CCC[CH2:21]1.CCN(C(C)C)C(C)C.[O:34]1[CH2:38][CH2:37][CH:36]([NH2:39])[CH2:35]1. Product: [CH3:1][C:2]1[N:7]=[CH:6][C:5]([C:8]2[CH:9]=[CH:10][C:11]3[N:17]4[CH2:18][C@H:14]([CH2:15][CH2:16]4)[N:13]([C:21]([NH:39][CH:36]4[CH2:37][CH2:38][O:34][CH2:35]4)=[O:20])[C:12]=3[N:19]=2)=[CH:4][CH:3]=1. The catalyst class is: 6.